This data is from Catalyst prediction with 721,799 reactions and 888 catalyst types from USPTO. The task is: Predict which catalyst facilitates the given reaction. (1) Reactant: [NH2:1][C:2]1[N:3]=[CH:4][C:5]([C:17]2[N:21]([CH2:22][CH3:23])[N:20]=[C:19]([CH:24]3[CH2:29][CH2:28][N:27]([C:30]([C@@H:32]4[CH2:36][O:35]C(C)(C)[O:33]4)=[O:31])[CH2:26][CH2:25]3)[N:18]=2)=[N:6][C:7]=1[C:8]1[O:9][C:10]([C:13]([CH3:16])([CH3:15])[CH3:14])=[N:11][N:12]=1.C(O)(C(F)(F)F)=O. Product: [NH2:1][C:2]1[N:3]=[CH:4][C:5]([C:17]2[N:21]([CH2:22][CH3:23])[N:20]=[C:19]([CH:24]3[CH2:29][CH2:28][N:27]([C:30](=[O:31])[C@@H:32]([OH:33])[CH2:36][OH:35])[CH2:26][CH2:25]3)[N:18]=2)=[N:6][C:7]=1[C:8]1[O:9][C:10]([C:13]([CH3:15])([CH3:16])[CH3:14])=[N:11][N:12]=1. The catalyst class is: 2. (2) Reactant: Cl[C:2]1[CH:7]=[CH:6][C:5]([S:8]([NH2:11])(=[O:10])=[O:9])=[CH:4][C:3]=1[N+:12]([O-:14])=[O:13].[CH:15]1([NH2:21])[CH2:20][CH2:19][CH2:18][CH2:17][CH2:16]1. Product: [CH:15]1([NH:21][C:2]2[CH:7]=[CH:6][C:5]([S:8]([NH2:11])(=[O:10])=[O:9])=[CH:4][C:3]=2[N+:12]([O-:14])=[O:13])[CH2:20][CH2:19][CH2:18][CH2:17][CH2:16]1. The catalyst class is: 155. (3) Product: [F:1][C:2]1[CH:3]=[C:4]([C:12]2[O:16][N:15]=[C:14]([C:17]3[CH:18]=[CH:19][C:20]([CH2:23][N:50]4[CH2:53][CH:52]([C:54]([O:56][CH3:57])=[O:55])[CH2:51]4)=[N:21][CH:22]=3)[N:13]=2)[CH:5]=[CH:6][C:7]=1[CH2:8][CH:9]([CH3:11])[CH3:10]. Reactant: [F:1][C:2]1[CH:3]=[C:4]([C:12]2[O:16][N:15]=[C:14]([C:17]3[CH:18]=[CH:19][C:20]([CH2:23]O)=[N:21][CH:22]=3)[N:13]=2)[CH:5]=[CH:6][C:7]=1[CH2:8][CH:9]([CH3:11])[CH3:10].C(Br)(Br)(Br)Br.C1(P(C2C=CC=CC=2)C2C=CC=CC=2)C=CC=CC=1.Cl.[NH:50]1[CH2:53][CH:52]([C:54]([O:56][CH3:57])=[O:55])[CH2:51]1.C(N(CC)C(C)C)(C)C.C(=O)([O-])O.[Na+]. The catalyst class is: 46. (4) Reactant: [F:1][C:2]([F:17])([F:16])[C:3]1[CH:8]=[CH:7][C:6]([C:9]2[CH:14]=[CH:13][NH:12][C:11](=[O:15])[CH:10]=2)=[CH:5][CH:4]=1.Br[C:19]1[CH:24]=[CH:23][C:22]2[C:25]3[CH2:26][N:27]([C:33]([O:35][C:36]([CH3:39])([CH3:38])[CH3:37])=[O:34])[CH2:28][CH2:29][CH2:30][C:31]=3[O:32][C:21]=2[CH:20]=1.C([O-])([O-])=O.[Cs+].[Cs+].CN[C@@H]1CCCC[C@H]1NC. Product: [O:15]=[C:11]1[CH:10]=[C:9]([C:6]2[CH:5]=[CH:4][C:3]([C:2]([F:1])([F:16])[F:17])=[CH:8][CH:7]=2)[CH:14]=[CH:13][N:12]1[C:19]1[CH:24]=[CH:23][C:22]2[C:25]3[CH2:26][N:27]([C:33]([O:35][C:36]([CH3:39])([CH3:38])[CH3:37])=[O:34])[CH2:28][CH2:29][CH2:30][C:31]=3[O:32][C:21]=2[CH:20]=1. The catalyst class is: 432. (5) The catalyst class is: 8. Reactant: [CH3:1][S:2][C:3]1[O:7][C:6]([CH:8]=O)=[CH:5][CH:4]=1.Cl.[NH2:11][OH:12].C([O-])(=O)C.[Na+]. Product: [CH3:1][S:2][C:3]1[O:7][C:6]([CH:8]=[N:11][OH:12])=[CH:5][CH:4]=1. (6) Reactant: [CH3:1][C:2]1[CH:6]=[CH:5][S:4][C:3]=1[CH:7]=[O:8].[Br:9]Br. Product: [Br:9][C:5]1[S:4][C:3]([CH:7]=[O:8])=[C:2]([CH3:1])[CH:6]=1. The catalyst class is: 4. (7) Reactant: [C:1]([C:5]1[CH:6]=[C:7]2[C:12](=[C:13]([F:15])[CH:14]=1)[C:11](=[O:16])[N:10]([C:17]1[N:24]=[CH:23][CH:22]=[C:21]([C:25]3[CH:30]=[C:29]([NH:31][C:32]4[CH:37]=[CH:36][C:35]([N:38]5[CH2:43][CH2:42][N:41]([CH:44]6[CH2:47][O:46][CH2:45]6)[CH2:40][CH2:39]5)=[CH:34][N:33]=4)[C:28](=[O:48])[N:27]([CH3:49])[CH:26]=3)[C:18]=1[CH:19]=[O:20])[N:9]=[CH:8]2)([CH3:4])([CH3:3])[CH3:2].[BH4-].[Na+]. Product: [C:1]([C:5]1[CH:6]=[C:7]2[C:12](=[C:13]([F:15])[CH:14]=1)[C:11](=[O:16])[N:10]([C:17]1[C:18]([CH2:19][OH:20])=[C:21]([C:25]3[CH:30]=[C:29]([NH:31][C:32]4[CH:37]=[CH:36][C:35]([N:38]5[CH2:39][CH2:40][N:41]([CH:44]6[CH2:47][O:46][CH2:45]6)[CH2:42][CH2:43]5)=[CH:34][N:33]=4)[C:28](=[O:48])[N:27]([CH3:49])[CH:26]=3)[CH:22]=[CH:23][N:24]=1)[N:9]=[CH:8]2)([CH3:4])([CH3:2])[CH3:3]. The catalyst class is: 5. (8) Reactant: [OH:1][C:2]1[CH:3]=[N:4][C:5]([N:8]2[CH2:13][CH2:12][N:11]([C:14]([O:16][C:17]([CH3:20])([CH3:19])[CH3:18])=[O:15])[CH2:10][CH2:9]2)=[N:6][CH:7]=1.Br[CH2:22][C:23]1[CH:28]=[CH:27][C:26]([S:29][C:30]([F:33])([F:32])[F:31])=[CH:25][CH:24]=1.C(=O)([O-])[O-].[Cs+].[Cs+]. Product: [F:32][C:30]([F:31])([F:33])[S:29][C:26]1[CH:27]=[CH:28][C:23]([CH2:22][O:1][C:2]2[CH:7]=[N:6][C:5]([N:8]3[CH2:9][CH2:10][N:11]([C:14]([O:16][C:17]([CH3:20])([CH3:19])[CH3:18])=[O:15])[CH2:12][CH2:13]3)=[N:4][CH:3]=2)=[CH:24][CH:25]=1. The catalyst class is: 3.